Dataset: Catalyst prediction with 721,799 reactions and 888 catalyst types from USPTO. Task: Predict which catalyst facilitates the given reaction. (1) Reactant: [CH2:1]([O:8][C:9]([N:11]1[CH2:15][CH2:14][CH2:13][CH:12]1[C:16](=[N:32]O)[C:17]1[CH:22]=[CH:21][C:20]([C:23](=[O:31])[NH:24][C:25]2[CH:30]=[CH:29][N:28]=[CH:27][CH:26]=2)=[CH:19][CH:18]=1)=[O:10])[C:2]1[CH:7]=[CH:6][CH:5]=[CH:4][CH:3]=1. Product: [CH2:1]([O:8][C:9]([N:11]1[CH2:15][CH2:14][CH2:13][CH:12]1[CH:16]([NH2:32])[C:17]1[CH:22]=[CH:21][C:20]([C:23](=[O:31])[NH:24][C:25]2[CH:26]=[CH:27][N:28]=[CH:29][CH:30]=2)=[CH:19][CH:18]=1)=[O:10])[C:2]1[CH:3]=[CH:4][CH:5]=[CH:6][CH:7]=1. The catalyst class is: 183. (2) Reactant: CC1[N:3]([C:7]2[CH:8]=[C:9]([C:13]3[CH:22]=[N:21][CH:20]=[CH:19][C:14]=3[C:15]([O:17]C)=[O:16])[CH:10]=[CH:11][CH:12]=2)[CH2:4][CH2:5][N:6]=1.[Cl:23][C:24]1[CH:25]=[C:26]([CH:30]=[CH:31][CH:32]=1)[C@H:27]1[O:29][CH2:28]1.[OH-].[Na+].Cl. Product: [Cl:23][C:24]1[CH:25]=[C:26]([C@@H:27]([OH:29])[CH2:28][NH:6][CH2:5][CH2:4][NH:3][C:7]2[CH:8]=[C:9]([C:13]3[CH:22]=[N:21][CH:20]=[CH:19][C:14]=3[C:15]([OH:17])=[O:16])[CH:10]=[CH:11][CH:12]=2)[CH:30]=[CH:31][CH:32]=1. The catalyst class is: 224. (3) Reactant: [CH3:1][S:2]([C:5]1[CH:12]=[CH:11][C:8]([CH:9]=O)=[C:7]([N+:13]([O-:15])=[O:14])[CH:6]=1)(=[O:4])=[O:3].[Cl:16][C:17]1[CH:23]=[CH:22][C:20]([NH2:21])=[CH:19][CH:18]=1. Product: [Cl:16][C:17]1[CH:23]=[CH:22][C:20](/[N:21]=[CH:9]/[C:8]2[CH:11]=[CH:12][C:5]([S:2]([CH3:1])(=[O:4])=[O:3])=[CH:6][C:7]=2[N+:13]([O-:15])=[O:14])=[CH:19][CH:18]=1. The catalyst class is: 8. (4) Reactant: [CH3:1][O:2][C:3]1[CH:12]=[C:11]2[C:6]([CH:7]=[CH:8][C:9]([OH:32])=[C:10]2[C:13]2[C:22]3[C:17](=[CH:18][CH:19]=[CH:20][CH:21]=3)[C:16]([O:23][C@@H:24]([C:26]3[CH:31]=[CH:30][CH:29]=[CH:28][CH:27]=3)[CH3:25])=[N:15][N:14]=2)=[CH:5][CH:4]=1.C(N(C(C)C)CC)(C)C.[F:42][C:43]([F:58])([S:54](F)(=[O:56])=[O:55])[C:44]([F:53])([F:52])[C:45]([F:51])([F:50])[C:46]([F:49])([F:48])[F:47]. Product: [CH3:1][O:2][C:3]1[CH:12]=[C:11]2[C:6]([CH:7]=[CH:8][C:9]([O:32][S:54]([C:43]([F:42])([F:58])[C:44]([F:52])([F:53])[C:45]([F:50])([F:51])[C:46]([F:49])([F:48])[F:47])(=[O:56])=[O:55])=[C:10]2[C:13]2[C:22]3[C:17](=[CH:18][CH:19]=[CH:20][CH:21]=3)[C:16]([O:23][C@@H:24]([C:26]3[CH:31]=[CH:30][CH:29]=[CH:28][CH:27]=3)[CH3:25])=[N:15][N:14]=2)=[CH:5][CH:4]=1. The catalyst class is: 4. (5) Reactant: Cl.[NH2:2][OH:3].C(=O)(O)[O-].[Na+].[Cl:9][C:10]1[CH:11]=[C:12]([C:16]2[N:24]=[C:23]([C:25]#[N:26])[N:22]=[C:21]3[C:17]=2[N:18]([CH2:27][C@H:28]2[CH2:33][CH2:32][C@H:31]([CH3:34])[CH2:30][CH2:29]2)[CH:19]=[N:20]3)[CH:13]=[CH:14][CH:15]=1. Product: [Cl:9][C:10]1[CH:11]=[C:12]([C:16]2[N:24]=[C:23]([C:25](=[N:2][OH:3])[NH2:26])[N:22]=[C:21]3[C:17]=2[N:18]([CH2:27][C@H:28]2[CH2:33][CH2:32][C@H:31]([CH3:34])[CH2:30][CH2:29]2)[CH:19]=[N:20]3)[CH:13]=[CH:14][CH:15]=1. The catalyst class is: 40.